From a dataset of Reaction yield outcomes from USPTO patents with 853,638 reactions. Predict the reaction yield, written as a fraction of the theoretical maximum amount of product (1.0 means a 100% yield; for example, 0.34 means a 34% yield). (1) The product is [N:35]([CH2:11][C@H:10]([NH:13][C:14](=[O:20])[O:15][C:16]([CH3:19])([CH3:18])[CH3:17])[CH2:9][O:8][CH2:1][C:2]1[CH:7]=[CH:6][CH:5]=[CH:4][CH:3]=1)=[N+:36]=[N-:37]. The reactants are [CH2:1]([O:8][CH2:9][C@@H:10]([NH:13][C:14](=[O:20])[O:15][C:16]([CH3:19])([CH3:18])[CH3:17])[CH2:11]O)[C:2]1[CH:7]=[CH:6][CH:5]=[CH:4][CH:3]=1.CS(Cl)(=O)=O.CCN(C(C)C)C(C)C.[N-:35]=[N+:36]=[N-:37].[Na+]. The catalyst is C(Cl)Cl.CCOC(C)=O.O.CN(C=O)C. The yield is 0.730. (2) The reactants are [Cl:1][C:2]1[C:3]([O:12][C:13]2[CH:18]=[C:17]([O:19][CH:20]([CH3:22])[CH3:21])[CH:16]=[CH:15][C:14]=2/[CH:23]=[C:24](\[CH3:28])/[C:25](O)=[O:26])=[N:4][CH:5]=[C:6]([C:8]([F:11])([F:10])[F:9])[CH:7]=1.[N:29]1([S:34]([NH2:37])(=[O:36])=[O:35])[CH2:33][CH2:32][CH2:31][CH2:30]1.Cl.C(N=C=NCCCN(C)C)C.CN(C)C=O. The catalyst is CN(C)C1C=CN=CC=1.O. The yield is 0.260. The product is [Cl:1][C:2]1[C:3]([O:12][C:13]2[CH:18]=[C:17]([O:19][CH:20]([CH3:22])[CH3:21])[CH:16]=[CH:15][C:14]=2/[CH:23]=[C:24](\[CH3:28])/[C:25]([NH:37][S:34]([N:29]2[CH2:33][CH2:32][CH2:31][CH2:30]2)(=[O:36])=[O:35])=[O:26])=[N:4][CH:5]=[C:6]([C:8]([F:10])([F:9])[F:11])[CH:7]=1. (3) The reactants are [CH3:1][O:2][C:3](=[O:41])[C:4]1[CH:9]=[C:8]([N:10]2[CH:14]=[C:13]([C:15]3[CH:20]=[CH:19][C:18]([Cl:21])=[CH:17][C:16]=3[Cl:22])[N:12]=[C:11]2[CH2:23][C:24]2[CH:29]=[CH:28][C:27]([C:30]3[CH:35]=[CH:34][C:33]([OH:36])=[CH:32][CH:31]=3)=[CH:26][CH:25]=2)[CH:7]=[CH:6][C:5]=1[C:37]([F:40])([F:39])[F:38].[C:42]([C:46]1[CH:51]=[CH:50][C:49](B(O)O)=[CH:48][CH:47]=1)([CH3:45])([CH3:44])[CH3:43]. No catalyst specified. The product is [CH3:1][O:2][C:3](=[O:41])[C:4]1[CH:9]=[C:8]([N:10]2[CH:14]=[C:13]([C:15]3[CH:20]=[CH:19][C:18]([Cl:21])=[CH:17][C:16]=3[Cl:22])[N:12]=[C:11]2[CH2:23][C:24]2[CH:25]=[CH:26][C:27]([C:30]3[CH:35]=[CH:34][C:33]([O:36][C:49]4[CH:50]=[CH:51][C:46]([C:42]([CH3:45])([CH3:44])[CH3:43])=[CH:47][CH:48]=4)=[CH:32][CH:31]=3)=[CH:28][CH:29]=2)[CH:7]=[CH:6][C:5]=1[C:37]([F:38])([F:39])[F:40]. The yield is 0.640. (4) The reactants are [NH2:1][C:2]1[N:6]([C:7]2[CH:12]=[CH:11][CH:10]=[CH:9][CH:8]=2)[N:5]=[C:4]([C:13]([CH3:17])([CH3:16])[C:14]#[N:15])[CH:3]=1.C(=O)([O-])[O-].[K+].[K+].Cl[C:25]([O:27][C:28]1[CH:33]=[CH:32][CH:31]=[CH:30][CH:29]=1)=[O:26]. The catalyst is C(Cl)Cl. The product is [C:14]([C:13]([C:4]1[CH:3]=[C:2]([NH:1][C:25](=[O:26])[O:27][C:28]2[CH:33]=[CH:32][CH:31]=[CH:30][CH:29]=2)[N:6]([C:7]2[CH:12]=[CH:11][CH:10]=[CH:9][CH:8]=2)[N:5]=1)([CH3:17])[CH3:16])#[N:15]. The yield is 0.760.